This data is from Forward reaction prediction with 1.9M reactions from USPTO patents (1976-2016). The task is: Predict the product of the given reaction. (1) Given the reactants [Cl:1][C:2]1[CH:7]=[CH:6][C:5]([C@H:8]([NH:11][C:12]2[CH:13]=[N:14][C:15]([CH3:23])=[C:16]([CH:18](OC)[O:19]C)[CH:17]=2)[CH2:9][CH3:10])=[CH:4][C:3]=1[CH3:24], predict the reaction product. The product is: [Cl:1][C:2]1[CH:7]=[CH:6][C:5]([C@H:8]([NH:11][C:12]2[CH:17]=[C:16]([CH:18]=[O:19])[C:15]([CH3:23])=[N:14][CH:13]=2)[CH2:9][CH3:10])=[CH:4][C:3]=1[CH3:24]. (2) Given the reactants [NH:1]1[CH2:4][CH2:3][C@H:2]1[CH2:5][O:6][C:7]1[CH:8]=[N:9][CH:10]=[C:11]([Cl:13])[CH:12]=1.Br[C:15]1[CH:20]=[CH:19][CH:18]=[CH:17][CH:16]=1.C(O)(C)(C)C.[K].C1C=CC(P(C2C=CC3C(=CC=CC=3)C=2C2C3C(=CC=CC=3)C=CC=2P(C2C=CC=CC=2)C2C=CC=CC=2)C2C=CC=CC=2)=CC=1, predict the reaction product. The product is: [Cl:13][C:11]1[CH:10]=[N:9][CH:8]=[C:7]([O:6][CH2:5][C@@H:2]2[CH2:3][CH2:4][N:1]2[C:15]2[CH:20]=[CH:19][CH:18]=[CH:17][CH:16]=2)[CH:12]=1. (3) Given the reactants Br[C:2]1[CH:3]=[CH:4][C:5]([CH2:8][N:9]([CH2:20][CH:21]([CH3:23])[CH3:22])[S:10]([C:13]2[CH:18]=[CH:17][CH:16]=[CH:15][C:14]=2[Cl:19])(=[O:12])=[O:11])=[N:6][CH:7]=1.[CH3:24][S:25]([C:28]1[CH:29]=[C:30](B(O)O)[CH:31]=[CH:32][CH:33]=1)(=[O:27])=[O:26].C([O-])([O-])=O.[Na+].[Na+], predict the reaction product. The product is: [Cl:19][C:14]1[CH:15]=[CH:16][CH:17]=[CH:18][C:13]=1[S:10]([N:9]([CH2:20][CH:21]([CH3:23])[CH3:22])[CH2:8][C:5]1[CH:4]=[CH:3][C:2]([C:32]2[CH:31]=[CH:30][CH:29]=[C:28]([S:25]([CH3:24])(=[O:27])=[O:26])[CH:33]=2)=[CH:7][N:6]=1)(=[O:12])=[O:11].